Dataset: Forward reaction prediction with 1.9M reactions from USPTO patents (1976-2016). Task: Predict the product of the given reaction. (1) Given the reactants Cl[C:2]1[CH:11]=[C:10]2[C:5]([C:6](=[O:22])[C:7]([C:20]#[N:21])=[CH:8][N:9]2[CH2:12][O:13][CH2:14][CH2:15][Si:16]([CH3:19])([CH3:18])[CH3:17])=[CH:4][C:3]=1[N+:23]([O-:25])=[O:24].[N-:26]=[N+:27]=[N-:28].[Na+], predict the reaction product. The product is: [N:26]([C:2]1[CH:11]=[C:10]2[C:5]([C:6](=[O:22])[C:7]([C:20]#[N:21])=[CH:8][N:9]2[CH2:12][O:13][CH2:14][CH2:15][Si:16]([CH3:19])([CH3:18])[CH3:17])=[CH:4][C:3]=1[N+:23]([O-:25])=[O:24])=[N+:27]=[N-:28]. (2) Given the reactants [CH3:1][N:2]1[C:11]2[C:6](=[CH:7][CH:8]=[CH:9][C:10]=2[CH:12]2[CH2:14][O:13]2)[CH:5]=[CH:4][C:3]1=[O:15], predict the reaction product. The product is: [CH3:1][N:2]1[C:11]2[C:6](=[CH:7][CH:8]=[CH:9][C:10]=2[CH2:12][CH:14]=[O:13])[CH:5]=[CH:4][C:3]1=[O:15].